This data is from Catalyst prediction with 721,799 reactions and 888 catalyst types from USPTO. The task is: Predict which catalyst facilitates the given reaction. (1) Reactant: [C:1]([O:5][C:6]([N:8]1[CH2:13][CH2:12][CH2:11][CH:10]([C:14]([OH:16])=O)[CH2:9]1)=[O:7])([CH3:4])([CH3:3])[CH3:2].C(Cl)(=O)C(Cl)=O.Cl.[NH2:24][CH:25]([C:31](=[O:45])[C:32]1[CH:37]=[CH:36][C:35]([O:38][C:39]2[CH:44]=[CH:43][CH:42]=[CH:41][CH:40]=2)=[CH:34][CH:33]=1)[C:26]([O:28][CH2:29][CH3:30])=[O:27]. Product: [CH2:29]([O:28][C:26](=[O:27])[CH:25]([NH:24][C:14]([CH:10]1[CH2:11][CH2:12][CH2:13][N:8]([C:6]([O:5][C:1]([CH3:2])([CH3:3])[CH3:4])=[O:7])[CH2:9]1)=[O:16])[C:31](=[O:45])[C:32]1[CH:37]=[CH:36][C:35]([O:38][C:39]2[CH:44]=[CH:43][CH:42]=[CH:41][CH:40]=2)=[CH:34][CH:33]=1)[CH3:30]. The catalyst class is: 59. (2) Reactant: Br[C:2]1[C:29]([F:30])=[CH:28][C:5]([O:6][CH2:7][CH2:8][C@@H:9]2[CH2:11][C@@H:10]2[CH:12]2[CH2:17][CH2:16][N:15]([C:18]([O:20][CH2:21][C:22]3[CH:27]=[CH:26][CH:25]=[CH:24][CH:23]=3)=[O:19])[CH2:14][CH2:13]2)=[C:4]([F:31])[CH:3]=1.[Cl-].[C:33]([O:37]C(=O)C[Zn+])([CH3:36])([CH3:35])[CH3:34].[CH2:42]([O:44]CC)[CH3:43].CC(C1C=C(C(C)C)C(C2C=CC=CC=2P(C2CCCCC2)C2CCCCC2)=C(C(C)C)C=1)C. Product: [C:33]([O:37][C:4]1([F:31])[C:3]([CH2:43][CH:42]=[O:44])=[CH:2][C:29]([F:30])=[CH:28][CH:5]1[O:6][CH2:7][CH2:8][C@@H:9]1[CH2:11][C@@H:10]1[CH:12]1[CH2:13][CH2:14][N:15]([C:18]([O:20][CH2:21][C:22]2[CH:23]=[CH:24][CH:25]=[CH:26][CH:27]=2)=[O:19])[CH2:16][CH2:17]1)([CH3:36])([CH3:35])[CH3:34]. The catalyst class is: 443.